This data is from Full USPTO retrosynthesis dataset with 1.9M reactions from patents (1976-2016). The task is: Predict the reactants needed to synthesize the given product. (1) Given the product [CH2:1]([O:8][C:9](=[O:35])[NH:10][CH:11]([C:16]([N:18]1[CH2:22][CH2:21][CH:20]2[NH:23][CH2:24][CH:25]([O:26][C:27]3[CH:32]=[CH:31][C:30]([F:33])=[C:29]([F:34])[CH:28]=3)[CH:19]12)=[O:17])[C:12]([CH3:15])([CH3:14])[CH3:13])[C:2]1[CH:7]=[CH:6][CH:5]=[CH:4][CH:3]=1.[CH2:1]([O:8][C:9](=[O:35])[NH:10][CH:11]([C:16]([N:18]1[CH2:22][CH2:21][CH:20]2[N:23]([CH:39]3[CH2:40][CH2:41][O:36][CH2:37][CH2:38]3)[CH2:24][CH:25]([O:26][C:27]3[CH:32]=[CH:31][C:30]([F:33])=[C:29]([F:34])[CH:28]=3)[CH:19]12)=[O:17])[C:12]([CH3:15])([CH3:14])[CH3:13])[C:2]1[CH:7]=[CH:6][CH:5]=[CH:4][CH:3]=1, predict the reactants needed to synthesize it. The reactants are: [CH2:1]([O:8][C:9](=[O:35])[NH:10][CH:11]([C:16]([N:18]1[CH2:22][CH2:21][CH:20]2[NH:23][CH2:24][CH:25]([O:26][C:27]3[CH:32]=[CH:31][C:30]([F:33])=[C:29]([F:34])[CH:28]=3)[CH:19]12)=[O:17])[C:12]([CH3:15])([CH3:14])[CH3:13])[C:2]1[CH:7]=[CH:6][CH:5]=[CH:4][CH:3]=1.[O:36]1[CH2:41][CH2:40][C:39](=O)[CH2:38][CH2:37]1.CC(O)=O.C(O[BH-](OC(=O)C)OC(=O)C)(=O)C.[Na+]. (2) The reactants are: C[O:2][C:3]1[CH:4]=[CH:5][C:6]2[C:10]([C:11]([C:13]3[CH:45]=[CH:44][C:16]([O:17][CH2:18][CH2:19][CH2:20][CH2:21][CH2:22][C:23]([CH2:34][CH2:35][CH2:36][C:37]([F:43])([F:42])[C:38]([F:41])([F:40])[F:39])([C:29]([O:31][CH2:32][CH3:33])=[O:30])[C:24]([O:26][CH2:27][CH3:28])=[O:25])=[CH:15][CH:14]=3)=[O:12])=[C:9]([C:46]3[CH:51]=[CH:50][C:49]([O:52]C)=[CH:48][CH:47]=3)[S:8][C:7]=2[CH:54]=1.[Cl-].[Al+3].[Cl-].[Cl-].C(S)C.O1CCCC1. Given the product [OH:2][C:3]1[CH:4]=[CH:5][C:6]2[C:10]([C:11]([C:13]3[CH:45]=[CH:44][C:16]([O:17][CH2:18][CH2:19][CH2:20][CH2:21][CH2:22][C:23]([CH2:34][CH2:35][CH2:36][C:37]([F:43])([F:42])[C:38]([F:39])([F:40])[F:41])([C:24]([O:26][CH2:27][CH3:28])=[O:25])[C:29]([O:31][CH2:32][CH3:33])=[O:30])=[CH:15][CH:14]=3)=[O:12])=[C:9]([C:46]3[CH:51]=[CH:50][C:49]([OH:52])=[CH:48][CH:47]=3)[S:8][C:7]=2[CH:54]=1, predict the reactants needed to synthesize it. (3) Given the product [Br:27][CH2:18][C:13]1[C:12]([Cl:19])=[C:11]([O:10][C:8]2[CH:7]=[C:4]([CH:3]=[C:2]([Cl:1])[CH:9]=2)[C:5]#[N:6])[C:16]([F:17])=[CH:15][CH:14]=1, predict the reactants needed to synthesize it. The reactants are: [Cl:1][C:2]1[CH:3]=[C:4]([CH:7]=[C:8]([O:10][C:11]2[C:16]([F:17])=[CH:15][CH:14]=[C:13]([CH3:18])[C:12]=2[Cl:19])[CH:9]=1)[C:5]#[N:6].C1C(=O)N([Br:27])C(=O)C1.